This data is from Full USPTO retrosynthesis dataset with 1.9M reactions from patents (1976-2016). The task is: Predict the reactants needed to synthesize the given product. (1) Given the product [N:1]1([CH2:6][C:7]2[CH:12]=[CH:11][C:10]([CH2:13][CH2:14][NH:15][C:25](=[O:26])[C:24]3[CH:23]=[CH:22][C:21]([C:18]4[CH:19]=[CH:20][S:16][CH:17]=4)=[CH:29][CH:28]=3)=[CH:9][CH:8]=2)[CH2:5][CH2:4][CH2:3][CH2:2]1, predict the reactants needed to synthesize it. The reactants are: [N:1]1([CH2:6][C:7]2[CH:12]=[CH:11][C:10]([CH2:13][CH2:14][NH2:15])=[CH:9][CH:8]=2)[CH2:5][CH2:4][CH2:3][CH2:2]1.[S:16]1[CH:20]=[CH:19][C:18]([C:21]2[CH:29]=[CH:28][C:24]([C:25](O)=[O:26])=[CH:23][CH:22]=2)=[CH:17]1. (2) Given the product [Cl:23][CH:21]([O:20][C:18]([NH:2][CH2:3][C:4]1([CH2:10][C:11]([O:13][CH2:14][CH:15]=[CH2:16])=[O:12])[CH2:9][CH2:8][CH2:7][CH2:6][CH2:5]1)=[O:19])[CH3:22], predict the reactants needed to synthesize it. The reactants are: Cl.[NH2:2][CH2:3][C:4]1([CH2:10][C:11]([O:13][CH2:14][CH:15]=[CH2:16])=[O:12])[CH2:9][CH2:8][CH2:7][CH2:6][CH2:5]1.Cl[C:18]([O:20][CH:21]([Cl:23])[CH3:22])=[O:19].CN1CCOCC1. (3) Given the product [C:1]1([C:6]2[C:7]([OH:31])=[C:8]([C:18]3[NH:23][C:22]4[CH:24]=[CH:25][C:26]([NH:42][S:39]([CH3:38])(=[O:41])=[O:40])=[CH:27][C:21]=4[S:20](=[O:30])(=[O:29])[N:19]=3)[C:9](=[O:17])[N:10]([CH2:12][CH2:13][CH:14]([CH3:16])[CH3:15])[N:11]=2)[CH2:5][CH2:4][CH2:3][CH:2]=1, predict the reactants needed to synthesize it. The reactants are: [C:1]1([C:6]2[C:7]([OH:31])=[C:8]([C:18]3[NH:23][C:22]4[CH:24]=[CH:25][C:26](I)=[CH:27][C:21]=4[S:20](=[O:30])(=[O:29])[N:19]=3)[C:9](=[O:17])[N:10]([CH2:12][CH2:13][CH:14]([CH3:16])[CH3:15])[N:11]=2)[CH2:5][CH2:4][CH2:3][CH:2]=1.N(CC(O)=O)C.[CH3:38][S:39]([NH2:42])(=[O:41])=[O:40].P([O-])([O-])([O-])=O.[K+].[K+].[K+]. (4) Given the product [NH2:1][C:2]1[N:3]=[C:4]([NH:23][CH2:19][CH2:20][CH2:21][CH3:22])[C:5]([C:13]#[N:14])=[C:6]([C:8]2[O:9][CH:10]=[CH:11][CH:12]=2)[N:7]=1, predict the reactants needed to synthesize it. The reactants are: [NH2:1][C:2]1[N:7]=[C:6]([C:8]2[O:9][CH:10]=[CH:11][CH:12]=2)[C:5]([C:13]#[N:14])=[C:4](S(C)(=O)=O)[N:3]=1.[CH2:19]([NH2:23])[CH2:20][CH2:21][CH3:22]. (5) Given the product [NH2:28][C:20]1[O:21][C@H:22]([C:24]([F:25])([F:27])[F:26])[CH2:23][C@:18]([C:16]2[N:17]=[C:12]([NH:11][C:9](=[O:10])[C:6]3[CH:5]=[CH:4][C:3]([C:1]#[N:2])=[CH:8][N:7]=3)[CH:13]=[CH:14][C:15]=2[F:37])([CH3:36])[N:19]=1, predict the reactants needed to synthesize it. The reactants are: [C:1]([C:3]1[CH:4]=[CH:5][C:6]([C:9]([NH:11][C:12]2[N:17]=[C:16]([C@:18]3([CH3:36])[CH2:23][C@@H:22]([C:24]([F:27])([F:26])[F:25])[O:21][C:20]([NH:28]C(=O)OC(C)(C)C)=[N:19]3)[C:15]([F:37])=[CH:14][CH:13]=2)=[O:10])=[N:7][CH:8]=1)#[N:2].C(O)(C(F)(F)F)=O. (6) Given the product [Cl:1][C:2]1[N:7]=[C:6]([NH:9][C:10]2[CH:11]=[C:12]3[C:16](=[CH:17][CH:18]=2)[N:15]([C:19]([O:21][C:22]([CH3:25])([CH3:24])[CH3:23])=[O:20])[N:14]=[CH:13]3)[CH:5]=[CH:4][N:3]=1, predict the reactants needed to synthesize it. The reactants are: [Cl:1][C:2]1[N:7]=[C:6](Cl)[CH:5]=[CH:4][N:3]=1.[NH2:9][C:10]1[CH:11]=[C:12]2[C:16](=[CH:17][CH:18]=1)[N:15]([C:19]([O:21][C:22]([CH3:25])([CH3:24])[CH3:23])=[O:20])[N:14]=[CH:13]2.CCN(C(C)C)C(C)C. (7) Given the product [CH3:1][O:2][C:3]1[C:18]([CH3:19])=[N:14][N:13]([C:7]2[CH:12]=[CH:11][CH:10]=[CH:9][CH:8]=2)[C:4]=1[NH2:5], predict the reactants needed to synthesize it. The reactants are: [CH3:1][O:2][CH2:3][C:4]#[N:5].Cl.[C:7]1([NH:13][NH2:14])[CH:12]=[CH:11][CH:10]=[CH:9][CH:8]=1.CNN.[C:18](OCC)(=O)[CH3:19]. (8) Given the product [NH2:20][C:10]1[CH:11]=[C:12]([CH:18]=[CH:19][C:9]=1[NH:8][CH:1]1[CH2:7][CH2:6][CH2:5][CH2:4][CH2:3][CH2:2]1)[C:13]([O:15][CH2:16][CH3:17])=[O:14], predict the reactants needed to synthesize it. The reactants are: [CH:1]1([NH:8][C:9]2[CH:19]=[CH:18][C:12]([C:13]([O:15][CH2:16][CH3:17])=[O:14])=[CH:11][C:10]=2[N+:20]([O-])=O)[CH2:7][CH2:6][CH2:5][CH2:4][CH2:3][CH2:2]1.[H][H]. (9) Given the product [CH:23]1([C@H:15]([NH:14][C:12]([C:9]2[CH:10]=[CH:11][C:6]([NH:5][C:3]([NH:2][CH3:1])=[O:4])=[CH:7][C:8]=2[NH:29][C:30]([NH:32][C:33]2[C:34]([CH3:41])=[CH:35][C:36]([CH3:40])=[CH:37][C:38]=2[CH3:39])=[O:31])=[O:13])[C:16]([O:18][C:19]([CH3:22])([CH3:21])[CH3:20])=[O:17])[CH2:28][CH2:27][CH2:26][CH2:25][CH2:24]1, predict the reactants needed to synthesize it. The reactants are: [CH3:1][N:2]=[C:3]=[O:4].[NH2:5][C:6]1[CH:11]=[CH:10][C:9]([C:12]([NH:14][C@@H:15]([CH:23]2[CH2:28][CH2:27][CH2:26][CH2:25][CH2:24]2)[C:16]([O:18][C:19]([CH3:22])([CH3:21])[CH3:20])=[O:17])=[O:13])=[C:8]([NH:29][C:30]([NH:32][C:33]2[C:38]([CH3:39])=[CH:37][C:36]([CH3:40])=[CH:35][C:34]=2[CH3:41])=[O:31])[CH:7]=1.CCCCCC.C(OCC)(=O)C.